Dataset: Full USPTO retrosynthesis dataset with 1.9M reactions from patents (1976-2016). Task: Predict the reactants needed to synthesize the given product. (1) Given the product [Br:1][C:2]1[CH:3]=[CH:4][C:5]([NH:8][N:9]=[C:10]([Cl:20])[C:11]2[C:16]([F:17])=[CH:15][CH:14]=[CH:13][C:12]=2[Cl:18])=[CH:6][CH:7]=1, predict the reactants needed to synthesize it. The reactants are: [Br:1][C:2]1[CH:7]=[CH:6][C:5]([NH:8]/[N:9]=[CH:10]/[C:11]2[C:16]([F:17])=[CH:15][CH:14]=[CH:13][C:12]=2[Cl:18])=[CH:4][CH:3]=1.P(Cl)(Cl)(Cl)(Cl)[Cl:20]. (2) Given the product [N:23]1[C:24]2[NH:25][CH2:26][CH2:27][CH2:28][C:29]=2[CH:30]=[CH:31][C:22]=1[CH2:21][C:20]([NH:19][C:15]1[CH:14]=[C:13]2[C:18](=[CH:17][CH:16]=1)[N:10]([CH:6]([CH2:7][CH2:8][CH3:9])[CH2:5][C:4]([OH:33])=[O:3])[CH:11]=[CH:12]2)=[O:32], predict the reactants needed to synthesize it. The reactants are: C([O:3][C:4](=[O:33])[CH2:5][CH:6]([N:10]1[C:18]2[C:13](=[CH:14][C:15]([NH:19][C:20](=[O:32])[CH2:21][C:22]3[CH:31]=[CH:30][C:29]4[CH2:28][CH2:27][CH2:26][NH:25][C:24]=4[N:23]=3)=[CH:16][CH:17]=2)[CH:12]=[CH:11]1)[CH2:7][CH2:8][CH3:9])C.[OH-].[Na+]. (3) Given the product [C:18]([O:1][CH2:2][C:3]1[C:8]([O:9][CH2:10][C:11]([F:12])([F:13])[F:14])=[N:7][CH:6]=[C:5]([C:15](=[O:17])[CH3:16])[CH:4]=1)(=[O:20])[CH3:19], predict the reactants needed to synthesize it. The reactants are: [OH:1][CH2:2][C:3]1[CH:4]=[C:5]([C:15](=[O:17])[CH3:16])[CH:6]=[N:7][C:8]=1[O:9][CH2:10][C:11]([F:14])([F:13])[F:12].[C:18](OC(=O)C)(=[O:20])[CH3:19].C(N(CC)CC)C.O.